The task is: Predict the product of the given reaction.. This data is from Forward reaction prediction with 1.9M reactions from USPTO patents (1976-2016). (1) Given the reactants [C:1]([NH:5][OH:6])([CH3:4])([CH3:3])[CH3:2].C(O)(=O)C.C(NO)(C)(C)C.C(=O)(O)[O-].[Na+].[H-].[Na+].[C:24]([C:28]1[S:32]/[C:31](=[N:33]\[C:34](=[O:46])[C:35]2[CH:40]=[C:39]([C:41]([F:44])([F:43])[F:42])[CH:38]=[CH:37][C:36]=2F)/[N:30]([CH2:47][CH2:48][CH2:49][C:50]#[N:51])[N:29]=1)([CH3:27])([CH3:26])[CH3:25], predict the reaction product. The product is: [C:1]([NH:5][O:6][C:36]1[CH:37]=[CH:38][C:39]([C:41]([F:42])([F:43])[F:44])=[CH:40][C:35]=1[C:34](/[N:33]=[C:31]1\[S:32][C:28]([C:24]([CH3:25])([CH3:27])[CH3:26])=[N:29][N:30]\1[CH2:47][CH2:48][CH2:49][C:50]#[N:51])=[O:46])([CH3:4])([CH3:3])[CH3:2]. (2) The product is: [C:12]([C:7]1[S:8][CH:9]=[C:10]([Br:11])[C:6]=1[Br:5])(=[O:19])[C:13]1[CH:18]=[CH:17][CH:16]=[CH:15][CH:14]=1. Given the reactants [Al+3].[Cl-].[Cl-].[Cl-].[Br:5][C:6]1[C:10]([Br:11])=[CH:9][S:8][CH:7]=1.[C:12](Cl)(=[O:19])[C:13]1[CH:18]=[CH:17][CH:16]=[CH:15][CH:14]=1, predict the reaction product. (3) Given the reactants [Br:1][C:2]1[CH:3]=[C:4]([NH2:16])[C:5]([C:8]2[CH:13]=[CH:12][CH:11]=[CH:10][C:9]=2[O:14][CH3:15])=[N:6][CH:7]=1.[H-].[Na+].Cl[C:20]1[C:29]2[C:24](=[CH:25][C:26]([F:31])=[CH:27][C:28]=2[F:30])[N:23]=[C:22]([C:32]2[CH:37]=[CH:36][CH:35]=[CH:34][N:33]=2)[C:21]=1[CH3:38].C(=O)([O-])[O-].[Na+].[Na+], predict the reaction product. The product is: [Br:1][C:2]1[CH:3]=[C:4]([NH:16][C:20]2[C:29]3[C:24](=[CH:25][C:26]([F:31])=[CH:27][C:28]=3[F:30])[N:23]=[C:22]([C:32]3[CH:37]=[CH:36][CH:35]=[CH:34][N:33]=3)[C:21]=2[CH3:38])[C:5]([C:8]2[CH:13]=[CH:12][CH:11]=[CH:10][C:9]=2[O:14][CH3:15])=[N:6][CH:7]=1. (4) Given the reactants C[C:2]1[CH:8]=[C:7](C)[CH:6]=[C:5](C)[C:3]=1[NH2:4].[Li]CCCC.[Br:16][CH2:17][CH2:18][CH2:19]Br, predict the reaction product. The product is: [Br:16][CH2:17][CH2:18][CH2:19][NH:4][C:3]1[CH:2]=[CH:8][CH:7]=[CH:6][CH:5]=1. (5) Given the reactants [CH3:1][O:2][CH2:3][CH2:4][NH:5][C:6]1[CH:11]=[CH:10][C:9]([C:12]([N:14]2[CH2:20][C:19]3([CH3:22])[CH2:21][CH:15]2[CH2:16][C:17]([CH3:24])([CH3:23])[CH2:18]3)=[O:13])=[CH:8][CH:7]=1.[C:25](Cl)(=[O:32])[C:26]1[CH:31]=[CH:30][CH:29]=[CH:28][CH:27]=1, predict the reaction product. The product is: [CH3:1][O:2][CH2:3][CH2:4][N:5]([C:6]1[CH:7]=[CH:8][C:9]([C:12]([N:14]2[CH2:20][C:19]3([CH3:22])[CH2:21][CH:15]2[CH2:16][C:17]([CH3:24])([CH3:23])[CH2:18]3)=[O:13])=[CH:10][CH:11]=1)[C:25](=[O:32])[C:26]1[CH:31]=[CH:30][CH:29]=[CH:28][CH:27]=1. (6) Given the reactants [F:1][C:2]([F:18])([F:17])[C:3]1[CH:8]=[CH:7][C:6]([C:9]2[O:13][N:12]=[CH:11][C:10]=2[C:14]([OH:16])=O)=[CH:5][CH:4]=1.[B-](F)(F)(F)F.CN(C(ON1N=NC2C1=CC=CC=2)=[N+](C)C)C.N1C=CC=CC=1.Cl.Cl.Cl.[NH:50]1[CH2:54][CH2:53][CH:52]([C:55]2[CH:60]=[N:59][CH:58]=[CH:57][N:56]=2)[CH2:51]1, predict the reaction product. The product is: [F:17][C:2]([F:1])([F:18])[C:3]1[CH:4]=[CH:5][C:6]([C:9]2[O:13][N:12]=[CH:11][C:10]=2[C:14]([N:50]2[CH2:54][CH2:53][CH:52]([C:55]3[CH:60]=[N:59][CH:58]=[CH:57][N:56]=3)[CH2:51]2)=[O:16])=[CH:7][CH:8]=1. (7) Given the reactants [Cl:1][C:2]1[C:3]([O:12][C:13]2[CH:14]=[C:15]([CH:23]=[CH:24][C:25]=2[CH2:26][CH2:27][CH2:28][O:29][C:30]([NH:32][CH2:33][CH:34]2[CH2:36][CH2:35]2)=[O:31])[O:16][CH2:17][C:18]([O:20]CC)=[O:19])=[N:4][CH:5]=[C:6]([C:8]([F:11])([F:10])[F:9])[CH:7]=1.[OH-].[Na+].Cl, predict the reaction product. The product is: [Cl:1][C:2]1[C:3]([O:12][C:13]2[CH:14]=[C:15]([CH:23]=[CH:24][C:25]=2[CH2:26][CH2:27][CH2:28][O:29][C:30]([NH:32][CH2:33][CH:34]2[CH2:36][CH2:35]2)=[O:31])[O:16][CH2:17][C:18]([OH:20])=[O:19])=[N:4][CH:5]=[C:6]([C:8]([F:11])([F:9])[F:10])[CH:7]=1.